This data is from Forward reaction prediction with 1.9M reactions from USPTO patents (1976-2016). The task is: Predict the product of the given reaction. (1) The product is: [CH2:12]([O:5][C:4](=[O:6])[C:3]1[CH:7]=[CH:8][C:9]([CH3:11])=[N:10][C:2]=1[Cl:1])[C:13]1[CH:18]=[CH:17][CH:16]=[CH:15][CH:14]=1. Given the reactants [Cl:1][C:2]1[N:10]=[C:9]([CH3:11])[CH:8]=[CH:7][C:3]=1[C:4]([OH:6])=[O:5].[CH2:12](O)[C:13]1[CH:18]=[CH:17][CH:16]=[CH:15][CH:14]=1.C(N=C=NCCCN(C)C)C, predict the reaction product. (2) Given the reactants [N:1]1([C:7]2[CH:12]=[C:11]([CH2:13][N:14]3[CH:19]=[C:18]([C:20]4[O:24][N:23]=[C:22]([C:25]5[CH:30]=[CH:29][C:28]([C:31]6([C:34]([F:37])([F:36])[F:35])[CH2:33][CH2:32]6)=[CH:27][CH:26]=5)[N:21]=4)[CH:17]=[CH:16][C:15]3=[O:38])[CH:10]=[CH:9][N:8]=2)[CH2:6][CH2:5][NH:4][CH2:3][CH2:2]1.C(O[C:42]1(O[Si](C)(C)C)[CH2:44][CH2:43]1)C, predict the reaction product. The product is: [CH:42]1([N:4]2[CH2:3][CH2:2][N:1]([C:7]3[CH:12]=[C:11]([CH2:13][N:14]4[CH:19]=[C:18]([C:20]5[O:24][N:23]=[C:22]([C:25]6[CH:30]=[CH:29][C:28]([C:31]7([C:34]([F:37])([F:36])[F:35])[CH2:33][CH2:32]7)=[CH:27][CH:26]=6)[N:21]=5)[CH:17]=[CH:16][C:15]4=[O:38])[CH:10]=[CH:9][N:8]=3)[CH2:6][CH2:5]2)[CH2:44][CH2:43]1. (3) Given the reactants [I-].[CH3:2][P+](C1C=CC=CC=1)(C1C=CC=CC=1)C1C=CC=CC=1.[K].[O-]CCCC.[CH:28]1[C:41]2[C:42]3=[C:43]4[C:38](=[CH:39][CH:40]=2)[CH:37]=[CH:36][CH:35]=[C:34]4[CH:33]=[CH:32][C:31]3=[C:30]([S:44][C:45]2[CH:52]=[CH:51][CH:50]=[CH:49][C:46]=2[CH:47]=O)[CH:29]=1.C(=O)(O)[O-].[Na+], predict the reaction product. The product is: [CH:28]1[C:41]2[C:42]3=[C:43]4[C:38](=[CH:39][CH:40]=2)[CH:37]=[CH:36][CH:35]=[C:34]4[CH:33]=[CH:32][C:31]3=[C:30]([S:44][C:45]2[CH:52]=[CH:51][CH:50]=[CH:49][C:46]=2[CH:47]=[CH2:2])[CH:29]=1. (4) Given the reactants [Cl:1][C:2]1[CH:3]=[C:4]([OH:8])[CH:5]=[CH:6][CH:7]=1.Br[CH2:10][C@H:11]([CH3:14])[CH2:12][Cl:13], predict the reaction product. The product is: [Cl:1][C:2]1[CH:7]=[CH:6][CH:5]=[C:4]([O:8][CH2:10][C@H:11]([CH3:14])[CH2:12][Cl:13])[CH:3]=1. (5) Given the reactants [NH2:1][CH2:2][C:3]1[N:4]([S:14]([N:17]([CH3:19])[CH3:18])(=[O:16])=[O:15])[CH:5]=[C:6]([C:8]2[CH:13]=[CH:12][CH:11]=[CH:10][CH:9]=2)[N:7]=1.Cl[C:21]1[CH:30]=[N:29][C:28]2[C:23](=[CH:24][CH:25]=[CH:26][CH:27]=2)[N:22]=1.CCN(C(C)C)C(C)C.C([O-])([O-])=O.[K+].[K+], predict the reaction product. The product is: [CH3:18][N:17]([CH3:19])[S:14]([N:4]1[CH:5]=[C:6]([C:8]2[CH:13]=[CH:12][CH:11]=[CH:10][CH:9]=2)[N:7]=[C:3]1[CH2:2][NH:1][C:21]1[CH:30]=[N:29][C:28]2[C:23](=[CH:24][CH:25]=[CH:26][CH:27]=2)[N:22]=1)(=[O:15])=[O:16]. (6) Given the reactants Br[C:2]1[CH:3]=[C:4]([CH:21]=[C:22]([CH:24]([O:26][CH3:27])[CH3:25])[CH:23]=1)[CH2:5][O:6][C:7]1[CH:12]=[CH:11][CH:10]=[CH:9][C:8]=1[CH2:13][C:14]([O:16][C:17]([CH3:20])([CH3:19])[CH3:18])=[O:15].CC1(C)C(C)(C)OB([C:36]2[CH:37]=[C:38]([C@H:42]([NH:44][C:45](=[O:51])[O:46][C:47]([CH3:50])([CH3:49])[CH3:48])[CH3:43])[CH:39]=[CH:40][CH:41]=2)O1.[O-]P([O-])([O-])=O.[K+].[K+].[K+].C(Cl)Cl, predict the reaction product. The product is: [C:47]([O:46][C:45]([NH:44][C@@H:42]([C:38]1[CH:37]=[C:36]([C:2]2[CH:23]=[C:22]([CH:24]([O:26][CH3:27])[CH3:25])[CH:21]=[C:4]([CH2:5][O:6][C:7]3[CH:12]=[CH:11][CH:10]=[CH:9][C:8]=3[CH2:13][C:14]([O:16][C:17]([CH3:18])([CH3:20])[CH3:19])=[O:15])[CH:3]=2)[CH:41]=[CH:40][CH:39]=1)[CH3:43])=[O:51])([CH3:48])([CH3:49])[CH3:50]. (7) Given the reactants [OH:1][CH2:2][CH2:3][O:4][C:5]1[CH:10]=[CH:9][C:8]([CH:11]2[CH2:16][CH2:15][N:14]([C:17]([O:19][C:20]([CH3:23])([CH3:22])[CH3:21])=[O:18])[CH2:13][CH:12]2[O:24][CH2:25][C:26]2[CH:35]=[CH:34][C:33]3[C:28](=[CH:29][CH:30]=[CH:31][CH:32]=3)[CH:27]=2)=[CH:7][CH:6]=1.Cl[CH2:37][C:38]1[CH:43]=[CH:42][CH:41]=[CH:40][N:39]=1, predict the reaction product. The product is: [CH:27]1[C:28]2[C:33](=[CH:32][CH:31]=[CH:30][CH:29]=2)[CH:34]=[CH:35][C:26]=1[CH2:25][O:24][CH:12]1[CH:11]([C:8]2[CH:9]=[CH:10][C:5]([O:4][CH2:3][CH2:2][O:1][CH2:37][C:38]3[CH:43]=[CH:42][CH:41]=[CH:40][N:39]=3)=[CH:6][CH:7]=2)[CH2:16][CH2:15][N:14]([C:17]([O:19][C:20]([CH3:23])([CH3:21])[CH3:22])=[O:18])[CH2:13]1. (8) Given the reactants Cl[C:2]([O:4][C:5]1[CH:10]=[CH:9][CH:8]=[CH:7][CH:6]=1)=[O:3].[CH3:11][C:12]1[N:13]=[C:14]([NH2:18])[S:15][C:16]=1[CH3:17].N1C=CC=CC=1.O, predict the reaction product. The product is: [C:5]1([O:4][C:2](=[O:3])[NH:18][C:14]2[S:15][C:16]([CH3:17])=[C:12]([CH3:11])[N:13]=2)[CH:10]=[CH:9][CH:8]=[CH:7][CH:6]=1.